From a dataset of Full USPTO retrosynthesis dataset with 1.9M reactions from patents (1976-2016). Predict the reactants needed to synthesize the given product. (1) Given the product [CH2:9]([NH:11][CH2:7][C:4]1[CH:5]=[CH:6][N:2]([CH3:1])[N:3]=1)[CH3:10], predict the reactants needed to synthesize it. The reactants are: [CH3:1][N:2]1[CH:6]=[CH:5][C:4]([CH:7]=O)=[N:3]1.[CH2:9]([NH2:11])[CH3:10]. (2) Given the product [Br:12][C:13]1[CH:18]=[CH:17][CH:16]=[CH:15][C:14]=1[CH2:19][C:20]([CH3:31])([CH3:30])[CH2:21][C:22]([OH:25])([C:26]([F:28])([F:29])[F:27])[CH:23]=[O:24], predict the reactants needed to synthesize it. The reactants are: CS(C)=O.C(N(CC)CC)C.[Br:12][C:13]1[CH:18]=[CH:17][CH:16]=[CH:15][C:14]=1[CH2:19][C:20]([CH3:31])([CH3:30])[CH2:21][C:22]([C:26]([F:29])([F:28])[F:27])([OH:25])[CH2:23][OH:24].[Cl-].[NH4+]. (3) Given the product [C:1]([O:5][C:6]([N:8]1[CH2:12][CH2:11][C@H:10]([N:13]([C:14]2[CH:19]=[CH:18][C:17]([F:20])=[C:16]([Cl:21])[CH:15]=2)[CH2:23][CH2:24][CH2:25][Cl:26])[CH2:9]1)=[O:7])([CH3:4])([CH3:2])[CH3:3], predict the reactants needed to synthesize it. The reactants are: [C:1]([O:5][C:6]([N:8]1[CH2:12][CH2:11][C@H:10]([NH:13][C:14]2[CH:19]=[CH:18][C:17]([F:20])=[C:16]([Cl:21])[CH:15]=2)[CH2:9]1)=[O:7])([CH3:4])([CH3:3])[CH3:2].Br[CH2:23][CH2:24][CH2:25][Cl:26].C(=O)([O-])[O-].[K+].[K+].O. (4) Given the product [CH2:1]([N:8]1[CH:12]=[C:11]([CH:13]=[O:14])[C:10]([O:15][CH2:16][C:17]2[CH:18]=[CH:19][C:20]([O:23][CH2:24][C:25]3[N:26]=[C:27]([C:31]4[O:32][CH:33]=[CH:34][CH:35]=4)[O:28][C:29]=3[CH3:30])=[CH:21][CH:22]=2)=[N:9]1)[C:2]1[CH:3]=[CH:4][CH:5]=[CH:6][CH:7]=1, predict the reactants needed to synthesize it. The reactants are: [CH2:1]([N:8]1[CH:12]=[C:11]([CH2:13][OH:14])[C:10]([O:15][CH2:16][C:17]2[CH:22]=[CH:21][C:20]([O:23][CH2:24][C:25]3[N:26]=[C:27]([C:31]4[O:32][CH:33]=[CH:34][CH:35]=4)[O:28][C:29]=3[CH3:30])=[CH:19][CH:18]=2)=[N:9]1)[C:2]1[CH:7]=[CH:6][CH:5]=[CH:4][CH:3]=1. (5) Given the product [CH3:41][O:40][C:35]1[CH:36]=[CH:37][CH:38]=[CH:39][C:34]=1[C:33]1[C:27]2[C:28](=[N:29][CH:30]=[C:25]([B:10]3[O:11][C:12]([CH3:17])([CH3:18])[C:13]([CH3:15])([CH3:16])[O:14]3)[CH:26]=2)[N:31]([CH2:42][O:43][CH2:44][CH2:45][Si:46]([CH3:47])([CH3:49])[CH3:48])[N:32]=1, predict the reactants needed to synthesize it. The reactants are: [B:10]1([B:10]2[O:14][C:13]([CH3:16])([CH3:15])[C:12]([CH3:18])([CH3:17])[O:11]2)[O:14][C:13]([CH3:16])([CH3:15])[C:12]([CH3:18])([CH3:17])[O:11]1.C([O-])(=O)C.[Na+].Br[C:25]1[CH:26]=[C:27]2[C:33]([C:34]3[CH:39]=[CH:38][CH:37]=[CH:36][C:35]=3[O:40][CH3:41])=[N:32][N:31]([CH2:42][O:43][CH2:44][CH2:45][Si:46]([CH3:49])([CH3:48])[CH3:47])[C:28]2=[N:29][CH:30]=1.